Dataset: Reaction yield outcomes from USPTO patents with 853,638 reactions. Task: Predict the reaction yield, written as a fraction of the theoretical maximum amount of product (1.0 means a 100% yield; for example, 0.34 means a 34% yield). (1) The reactants are [Li]CCCC.I[C:7]1[C:8]([CH3:13])=[N:9][O:10][C:11]=1[CH3:12].[CH2:14]([Sn:18](Cl)([CH2:23][CH2:24][CH2:25][CH3:26])[CH2:19][CH2:20][CH2:21][CH3:22])[CH2:15][CH2:16][CH3:17]. The catalyst is C1COCC1. The product is [CH3:13][C:8]1[C:7]([Sn:18]([CH2:19][CH2:20][CH2:21][CH3:22])([CH2:23][CH2:24][CH2:25][CH3:26])[CH2:14][CH2:15][CH2:16][CH3:17])=[C:11]([CH3:12])[O:10][N:9]=1. The yield is 0.390. (2) The reactants are [CH:1]([C@@H:3]1[C@@H:7]([C:8]2[CH:13]=[CH:12][C:11]([O:14][CH3:15])=[CH:10][CH:9]=2)[CH2:6][CH2:5][N:4]1[C:16]([O:18][C:19]([CH3:22])([CH3:21])[CH3:20])=[O:17])=[O:2].O.O.P([O-])(O)(O)=[O:26].[Na+].CC(=CC)C.Cl([O-])=O.[Na+].[OH-].[Na+]. The catalyst is C(O)(C)(C)C.C(OCC)(=O)C. The product is [C:19]([O:18][C:16]([N:4]1[CH2:5][CH2:6][C@H:7]([C:8]2[CH:13]=[CH:12][C:11]([O:14][CH3:15])=[CH:10][CH:9]=2)[C@H:3]1[C:1]([OH:26])=[O:2])=[O:17])([CH3:22])([CH3:21])[CH3:20]. The yield is 0.870. (3) The reactants are [ClH:1].[N:2]1([C:7]([C@@H:9]2[CH2:14][CH2:13][CH2:12][N:11](C(OC(C)(C)C)=O)[CH2:10]2)=[O:8])[CH2:6][CH2:5][CH2:4][CH2:3]1. The catalyst is C(O)(C)C. The product is [ClH:1].[NH:11]1[CH2:12][CH2:13][CH2:14][C@@H:9]([C:7]([N:2]2[CH2:3][CH2:4][CH2:5][CH2:6]2)=[O:8])[CH2:10]1. The yield is 0.840. (4) The yield is 1.00. The product is [Br:4][C:5]1[CH:6]=[CH:7][C:8]([CH:11]2[C:20]3[C:15](=[CH:16][C:17]([O:21][CH3:22])=[CH:18][CH:19]=3)[CH2:14][CH2:13][NH:12]2)=[CH:9][CH:10]=1. The reactants are [BH4-].[Na+].Cl.[Br:4][C:5]1[CH:10]=[CH:9][C:8]([C:11]2[C:20]3[C:15](=[CH:16][C:17]([O:21][CH3:22])=[CH:18][CH:19]=3)[CH2:14][CH2:13][N:12]=2)=[CH:7][CH:6]=1. The catalyst is CO.